From a dataset of CYP1A2 inhibition data for predicting drug metabolism from PubChem BioAssay. Regression/Classification. Given a drug SMILES string, predict its absorption, distribution, metabolism, or excretion properties. Task type varies by dataset: regression for continuous measurements (e.g., permeability, clearance, half-life) or binary classification for categorical outcomes (e.g., BBB penetration, CYP inhibition). Dataset: cyp1a2_veith. (1) The drug is CCCCCCC(C)n1cc(C(C)=O)c(=O)[nH]c1=O. The result is 0 (non-inhibitor). (2) The drug is COc1cc(C)ccc1OCCOc1cc(C)ccc1Cl. The result is 0 (non-inhibitor). (3) The drug is Cc1cc(C)c(S(=O)(=O)N2CCN(c3ccc([N+](=O)[O-])c(NCC4CCCO4)c3)CC2)c(C)c1. The result is 0 (non-inhibitor). (4) The molecule is c1ccc2c(c1)c1ccccc1n2Cn1c2ccccc2c2ccccc21. The result is 1 (inhibitor). (5) The drug is CC1CCN(C(=O)C(NS(=O)(=O)c2cccc3nsnc23)c2ccccc2)CC1. The result is 0 (non-inhibitor). (6) The compound is Cc1ccc(S(=O)(=O)N[C@H]2COC(=O)[C@@H](C)COC(=O)C/C=C\[C@H]2C)cc1. The result is 0 (non-inhibitor).